Task: Predict the reaction yield, written as a fraction of the theoretical maximum amount of product (1.0 means a 100% yield; for example, 0.34 means a 34% yield).. Dataset: Reaction yield outcomes from USPTO patents with 853,638 reactions (1) The reactants are [OH:1][C:2]1[CH:11]=[CH:10][C:5]([C:6]([O:8][CH3:9])=[O:7])=[CH:4][C:3]=1[CH:12]=[C:13]([CH3:15])[CH3:14].CCOC(C)=O. The catalyst is [Pd]. The product is [OH:1][C:2]1[CH:11]=[CH:10][C:5]([C:6]([O:8][CH3:9])=[O:7])=[CH:4][C:3]=1[CH2:12][CH:13]([CH3:15])[CH3:14]. The yield is 0.790. (2) The catalyst is C1COCC1. The product is [CH3:1][C:2]1([CH3:17])[CH2:7][CH:6]2[CH:5]([O:9][C:20]([CH3:22])([CH3:21])[O:8]2)[CH:4]2[C:10]([CH3:16])([CH3:15])[CH:11]3[CH2:14][C:3]12[CH2:13][CH2:12]3. The yield is 0.240. The reactants are [CH3:1][C:2]1([CH3:17])[CH2:7][CH:6]([OH:8])[CH:5]([OH:9])[CH:4]2[C:10]([CH3:16])([CH3:15])[CH:11]3[CH2:14][C:3]12[CH2:13][CH2:12]3.CO[C:20](OC)([CH3:22])[CH3:21].C1(C)C=CC(S(O)(=O)=O)=CC=1.C(=O)(O)[O-].[Na+].CCCCCCCCCCCCCC. (3) The reactants are [NH2:1][C:2]1[C:7]([CH2:8][N:9]([C:16]2[CH:21]=[CH:20][CH:19]=[CH:18][CH:17]=2)[CH2:10][C:11](OCC)=[O:12])=[CH:6][C:5]([Br:22])=[CH:4][N:3]=1.[H-].[Na+].O. The catalyst is CS(C)=O. The product is [Br:22][C:5]1[CH:4]=[N:3][C:2]2[NH:1][C:11](=[O:12])[CH2:10][N:9]([C:16]3[CH:21]=[CH:20][CH:19]=[CH:18][CH:17]=3)[CH2:8][C:7]=2[CH:6]=1. The yield is 0.990. (4) The reactants are FC(F)(F)C(O)=O.[CH3:8][O:9][C:10](=[O:22])[CH2:11][NH:12][C:13](=[O:21])[C@H:14]([CH2:16][O:17][CH2:18][CH:19]=[CH2:20])[NH2:15].[C:23]([O:27][C:28]([NH:30][C@H:31]([C:37]([NH:39][C:40]([CH3:52])([CH3:51])[C:41](N[C@H](C(O)=O)C(C)C)=[O:42])=[O:38])[CH2:32][O:33][CH2:34][CH:35]=[CH2:36])=[O:29])([CH3:26])([CH3:25])[CH3:24].C(N(CC)C(C)C)(C)C.C1C=C2N=NN(O)C2=CC=1.O.CCN=C=NCCCN(C)C.Cl. The catalyst is C(Cl)Cl. The product is [CH3:8][O:9][C:10](=[O:22])[CH2:11][NH:12][C:13](=[O:21])[C@H:14]([CH2:16][O:17][CH2:18][CH:19]=[CH2:20])[NH:15][C:41](=[O:42])[C:40]([CH3:52])([CH3:51])[NH:39][C:37](=[O:38])[C@H:31]([CH2:32][O:33][CH2:34][CH:35]=[CH2:36])[NH:30][C:28]([O:27][C:23]([CH3:25])([CH3:26])[CH3:24])=[O:29]. The yield is 0.730. (5) The yield is 0.830. The catalyst is C1COCC1. The product is [CH:1]1([O:7][NH:8][S:29]([C:26]2[CH:25]=[CH:24][C:23]([O:22][CH3:21])=[CH:28][CH:27]=2)(=[O:31])=[O:30])[CH2:2][CH2:3][CH2:4][CH2:5][CH2:6]1. The reactants are [CH:1]1([O:7][N:8]2C(=O)C3C(=CC=CC=3)C2=O)[CH2:6][CH2:5][CH2:4][CH2:3][CH2:2]1.NN.[CH3:21][O:22][C:23]1[CH:28]=[CH:27][C:26]([S:29](Cl)(=[O:31])=[O:30])=[CH:25][CH:24]=1.C(N(C(C)C)CC)(C)C.